This data is from Catalyst prediction with 721,799 reactions and 888 catalyst types from USPTO. The task is: Predict which catalyst facilitates the given reaction. (1) Reactant: O1C[C@@H]1CN1CC2C(=CC=CC=2)C1.[NH2:14][C:15]1[CH:20]=[CH:19][C:18]([N:21]2[CH2:26][CH2:25][O:24][CH2:23][C:22]2=[O:27])=[CH:17][CH:16]=1.[O:28]1[CH2:30][C@@H:29]1[CH2:31][N:32]1[C:40](=[O:41])[C:39]2[C:34](=[CH:35][CH:36]=[CH:37][CH:38]=2)[C:33]1=[O:42]. Product: [OH:28][C@H:29]([CH2:30][NH:14][C:15]1[CH:16]=[CH:17][C:18]([N:21]2[CH2:26][CH2:25][O:24][CH2:23][C:22]2=[O:27])=[CH:19][CH:20]=1)[CH2:31][N:32]1[C:33](=[O:42])[C:34]2[C:39](=[CH:38][CH:37]=[CH:36][CH:35]=2)[C:40]1=[O:41]. The catalyst class is: 40. (2) Reactant: [CH3:1][C:2]1([CH3:28])[CH2:7][CH:6]([NH:8][C:9]2[N:14]=[C:13]([C:15]3[CH:20]=[CH:19][C:18]([CH2:21][CH2:22][C:23](O)=[O:24])=[CH:17][CH:16]=3)[CH:12]=[CH:11][N:10]=2)[CH2:5][C:4]([CH3:27])([CH3:26])[NH:3]1.[H-].[H-].[H-].[H-].[Li+].[Al+3].S([O-])([O-])(=O)=O.[Na+].[Na+]. Product: [CH3:26][C:4]1([CH3:27])[CH2:5][CH:6]([NH:8][C:9]2[N:14]=[C:13]([C:15]3[CH:20]=[CH:19][C:18]([CH2:21][CH2:22][CH2:23][OH:24])=[CH:17][CH:16]=3)[CH:12]=[CH:11][N:10]=2)[CH2:7][C:2]([CH3:28])([CH3:1])[NH:3]1. The catalyst class is: 1. (3) Reactant: [Cl-].[NH4+].C(O)(=O)C.[F:7][C:8]1[CH:15]=[C:14]([N+:16]([O-])=O)[CH:13]=[CH:12][C:9]=1[C:10]#[N:11]. Product: [NH2:16][C:14]1[CH:13]=[CH:12][C:9]([C:10]#[N:11])=[C:8]([F:7])[CH:15]=1. The catalyst class is: 447. (4) Reactant: [Cl:1][C:2]1[CH:3]=[CH:4][C:5]([O:24][CH3:25])=[C:6]([NH:8][C:9]2[S:10][C:11]([CH3:23])=[C:12]([C:14]3[CH:19]=[CH:18][CH:17]=[C:16]([N+:20]([O-])=O)[CH:15]=3)[N:13]=2)[CH:7]=1.O.O.Cl[Sn]Cl. Product: [NH2:20][C:16]1[CH:15]=[C:14]([C:12]2[N:13]=[C:9]([NH:8][C:6]3[CH:7]=[C:2]([Cl:1])[CH:3]=[CH:4][C:5]=3[O:24][CH3:25])[S:10][C:11]=2[CH3:23])[CH:19]=[CH:18][CH:17]=1. The catalyst class is: 5. (5) Reactant: Cl[C:2]1[N:3]=[C:4]([O:11][C:12]2[C:19]([CH3:20])=[CH:18][C:15]([C:16]#[N:17])=[CH:14][C:13]=2[CH3:21])[C:5]2[CH:10]=[CH:9][S:8][C:6]=2[N:7]=1.C(O)(C(F)(F)F)=O.[NH2:29][C:30]1[CH:37]=[CH:36][C:33]([C:34]#[N:35])=[CH:32][CH:31]=1. Product: [C:34]([C:33]1[CH:36]=[CH:37][C:30]([NH:29][C:2]2[N:3]=[C:4]([O:11][C:12]3[C:19]([CH3:20])=[CH:18][C:15]([C:16]#[N:17])=[CH:14][C:13]=3[CH3:21])[C:5]3[CH:10]=[CH:9][S:8][C:6]=3[N:7]=2)=[CH:31][CH:32]=1)#[N:35]. The catalyst class is: 13. (6) Reactant: O[N:2]=[C:3]([C:9](=[O:11])[CH3:10])[C:4]([O:6][CH2:7][CH3:8])=[O:5].[C:12](OC(=O)C)(=[O:14])[CH3:13]. Product: [C:12]([NH:2][CH:3]([C:9](=[O:11])[CH3:10])[C:4]([O:6][CH2:7][CH3:8])=[O:5])(=[O:14])[CH3:13]. The catalyst class is: 50.